Task: Predict which catalyst facilitates the given reaction.. Dataset: Catalyst prediction with 721,799 reactions and 888 catalyst types from USPTO (1) Reactant: [C:1]([O:5][C:6]([N:8]1[CH2:13][CH2:12][CH:11]([C:14]2[N:15]([CH2:27][CH2:28][NH2:29])[CH:16]=[C:17]([C:19]3[CH:24]=[CH:23][C:22]([F:25])=[C:21]([Cl:26])[CH:20]=3)[N:18]=2)[CH2:10][CH2:9]1)=[O:7])([CH3:4])([CH3:3])[CH3:2].CCN(C(C)C)C(C)C.Cl[C:40]([O:42][CH2:43][C:44]1[CH:49]=[CH:48][CH:47]=[CH:46][CH:45]=1)=[O:41]. Product: [C:1]([O:5][C:6]([N:8]1[CH2:13][CH2:12][CH:11]([C:14]2[N:15]([CH2:27][CH2:28][NH:29][C:40]([O:42][CH2:43][C:44]3[CH:49]=[CH:48][CH:47]=[CH:46][CH:45]=3)=[O:41])[CH:16]=[C:17]([C:19]3[CH:24]=[CH:23][C:22]([F:25])=[C:21]([Cl:26])[CH:20]=3)[N:18]=2)[CH2:10][CH2:9]1)=[O:7])([CH3:4])([CH3:3])[CH3:2]. The catalyst class is: 2. (2) Reactant: [CH2:1]([O:4][C:5]1[CH:10]=[CH:9][C:8]([C:11]2[C:16]3=[N:17][S:18](=[O:22])(=[O:21])[CH2:19][CH2:20][N:15]3[CH:14]=[CH:13][CH:12]=2)=[CH:7][CH:6]=1)[CH2:2][CH3:3]. Product: [CH2:1]([O:4][C:5]1[CH:10]=[CH:9][C:8]([CH:11]2[C:16]3=[N:17][S:18](=[O:21])(=[O:22])[CH2:19][CH2:20][N:15]3[CH2:14][CH2:13][CH2:12]2)=[CH:7][CH:6]=1)[CH2:2][CH3:3]. The catalyst class is: 603. (3) Reactant: [F:1][C:2]1[CH:7]=[CH:6][C:5]([N:8]2[C:16]3[C:11](=[CH:12][C:13]([CH:17]([OH:22])[CH2:18][CH:19]([CH3:21])[CH3:20])=[CH:14][CH:15]=3)[CH:10]=[N:9]2)=[CH:4][CH:3]=1.CC(OI1(OC(C)=O)(OC(C)=O)OC(=O)C2C=CC=CC1=2)=O.[OH-].[Na+]. Product: [F:1][C:2]1[CH:3]=[CH:4][C:5]([N:8]2[C:16]3[C:11](=[CH:12][C:13]([C:17](=[O:22])[CH2:18][CH:19]([CH3:20])[CH3:21])=[CH:14][CH:15]=3)[CH:10]=[N:9]2)=[CH:6][CH:7]=1. The catalyst class is: 2. (4) Reactant: [CH3:1][O:2][C:3]1[CH:8]=[C:7]([CH3:9])[CH:6]=[C:5]([O:10][CH3:11])[CH:4]=1.[C:12]1(=[O:18])[O:17][C:15](=[O:16])[CH2:14][CH2:13]1.[Al+3].[Cl-].[Cl-].[Cl-].[OH-].[Na+]. Product: [CH3:11][O:10][C:5]1[CH:4]=[C:3]([O:2][CH3:1])[CH:8]=[C:7]([CH3:9])[C:6]=1[C:12](=[O:18])[CH2:13][CH2:14][C:15]([OH:17])=[O:16]. The catalyst class is: 641. (5) Reactant: [O:1]1[CH2:6][CH2:5][NH:4][C:3]2[CH:7]=[CH:8][CH:9]=[CH:10][C:2]1=2.[Br:11][CH2:12][CH2:13][CH2:14]Br.C(=O)([O-])[O-].[Na+].[Na+]. The catalyst class is: 39. Product: [O:1]1[CH2:6][CH2:5][N:4]([CH2:14][CH2:13][CH2:12][Br:11])[C:3]2[CH:7]=[CH:8][CH:9]=[CH:10][C:2]1=2. (6) Reactant: [CH3:1][C:2]1[C:7]([OH:8])=[CH:6][CH:5]=[CH:4][N:3]=1.[H-].[Na+].FC(F)(F)S(O[C:17]1[C:26]2[C:25](=[O:27])[N:24]([CH2:28][C:29]3[CH:34]=[CH:33][C:32]([O:35][CH3:36])=[CH:31][CH:30]=3)[C:23](=[O:37])[N:22]([C:38]3[CH:43]=[CH:42][C:41]([I:44])=[CH:40][C:39]=3[F:45])[C:21]=2[N:20]([CH3:46])[C:19](=[O:47])[CH:18]=1)(=O)=O. Product: [CH3:1][C:2]1[C:7]([O:8][C:17]2[C:26]3[C:25](=[O:27])[N:24]([CH2:28][C:29]4[CH:30]=[CH:31][C:32]([O:35][CH3:36])=[CH:33][CH:34]=4)[C:23](=[O:37])[N:22]([C:38]4[CH:43]=[CH:42][C:41]([I:44])=[CH:40][C:39]=4[F:45])[C:21]=3[N:20]([CH3:46])[C:19](=[O:47])[CH:18]=2)=[CH:6][CH:5]=[CH:4][N:3]=1. The catalyst class is: 7. (7) Reactant: BrN1C(=O)CCC1=O.[F:9][C:10]([F:29])([F:28])[C:11]1[CH:16]=[CH:15][C:14]([CH:17]2[NH:21][C:20]3([CH2:26][CH2:25][CH2:24][CH2:23][CH2:22]3)[NH:19][C:18]2=[O:27])=[CH:13][CH:12]=1.C(=O)(O)[O-].[Na+]. Product: [F:29][C:10]([F:9])([F:28])[C:11]1[CH:12]=[CH:13][C:14]([C:17]2[C:18](=[O:27])[NH:19][C:20]3([CH2:26][CH2:25][CH2:24][CH2:23][CH2:22]3)[N:21]=2)=[CH:15][CH:16]=1. The catalyst class is: 2.